From a dataset of Full USPTO retrosynthesis dataset with 1.9M reactions from patents (1976-2016). Predict the reactants needed to synthesize the given product. (1) Given the product [CH3:26][C:6]1[CH:5]=[CH:4][CH:3]=[CH:2][C:1]=1[S:7]([NH:10][C:11]1[S:15][C:14]2[CH2:16][CH2:17][CH2:18][CH2:19][C:13]=2[C:12]=1[C:20]([O:22][CH2:23][CH3:24])=[O:21])(=[O:9])=[O:8], predict the reactants needed to synthesize it. The reactants are: [C:1]1([S:7]([NH:10][C:11]2[S:15][C:14]3[CH2:16][CH2:17][CH2:18][CH2:19][C:13]=3[C:12]=2[C:20]([O:22][CH2:23][CH3:24])=[O:21])(=[O:9])=[O:8])[CH:6]=[CH:5][CH:4]=[CH:3][CH:2]=1.N[C:26]1SC2CCCCC=2C=1C(OCC)=O.CC1C=CC=CC=1S(Cl)(=O)=O. (2) Given the product [CH2:42]([O:33][C:34](=[O:35])[NH:69][C:6]1[N:7]=[C:8]([C:9]2[S:10][C:11]3[CH2:12][CH2:13][O:14][C:15]4[CH:22]=[C:21]([CH:23]5[CH2:24][N:25]([CH2:27][CH2:28][S:29]([CH3:32])(=[O:30])=[O:31])[CH2:26]5)[CH:20]=[CH:19][C:16]=4[C:17]=3[N:18]=2)[N:4]([CH:1]([CH3:3])[CH3:2])[N:5]=1)[C:44]1[CH:65]=[CH:64][CH:47]=[CH:46][CH:45]=1, predict the reactants needed to synthesize it. The reactants are: [CH:1]([N:4]1[C:8]([C:9]2[S:10][C:11]3[CH2:12][CH2:13][O:14][C:15]4[CH:22]=[C:21]([CH:23]5[CH2:26][N:25]([CH2:27][CH2:28][S:29]([CH3:32])(=[O:31])=[O:30])[CH2:24]5)[CH:20]=[CH:19][C:16]=4[C:17]=3[N:18]=2)=[N:7][CH:6]=[N:5]1)([CH3:3])[CH3:2].[OH:33][C:34](C(F)(F)F)=[O:35].N1C[CH:42]([C:44]2[CH:65]=[CH:64][C:47]3C4N=C(C5N(C(C)C)N=CN=5)SC=4CCO[C:46]=3[CH:45]=2)C1.C([N:69](C(C)C)CC)(C)C. (3) Given the product [CH:1]1([C:4]2[C:5]([N:24]([C:38]3[CH:39]=[C:30]([F:29])[C:31]([N+:41]([O-:43])=[O:42])=[C:32]([CH:37]=3)[C:33]([O:35][CH3:36])=[O:34])[S:25]([CH3:28])(=[O:27])=[O:26])=[CH:6][C:7]3[O:11][C:10]([C:12]4[CH:17]=[CH:16][C:15]([F:18])=[CH:14][CH:13]=4)=[C:9]([C:19](=[O:20])[NH:21][CH3:22])[C:8]=3[CH:23]=2)[CH2:3][CH2:2]1, predict the reactants needed to synthesize it. The reactants are: [CH:1]1([C:4]2[C:5]([NH:24][S:25]([CH3:28])(=[O:27])=[O:26])=[CH:6][C:7]3[O:11][C:10]([C:12]4[CH:17]=[CH:16][C:15]([F:18])=[CH:14][CH:13]=4)=[C:9]([C:19]([NH:21][CH3:22])=[O:20])[C:8]=3[CH:23]=2)[CH2:3][CH2:2]1.[F:29][C:30]1[C:31]([N+:41]([O-:43])=[O:42])=[C:32]([CH:37]=[C:38](F)[CH:39]=1)[C:33]([O:35][CH3:36])=[O:34].C([O-])([O-])=O.[Na+].[Na+]. (4) The reactants are: [Cl:1][C:2]1[CH:9]=[CH:8][C:5]([NH:6][CH3:7])=[CH:4][CH:3]=1.[CH3:10][S:11](Cl)(=[O:13])=[O:12]. Given the product [CH3:7][N:6]([S:11]([CH3:10])(=[O:13])=[O:12])[C:5]1[CH:8]=[CH:9][C:2]([Cl:1])=[CH:3][CH:4]=1, predict the reactants needed to synthesize it. (5) Given the product [Br:1][C:2]1[CH:3]=[C:4]([C:10]2[N:14]([C:22]([O:24][C:25]([CH3:28])([CH3:27])[CH3:26])=[O:23])[CH2:13][CH2:12][N:11]=2)[CH:5]=[CH:6][C:7]=1[O:8][CH3:9], predict the reactants needed to synthesize it. The reactants are: [Br:1][C:2]1[CH:3]=[C:4]([C:10]2[NH:11][CH2:12][CH2:13][N:14]=2)[CH:5]=[CH:6][C:7]=1[O:8][CH3:9].C(N(CC)CC)C.[C:22](O[C:22]([O:24][C:25]([CH3:28])([CH3:27])[CH3:26])=[O:23])([O:24][C:25]([CH3:28])([CH3:27])[CH3:26])=[O:23]. (6) Given the product [CH:1]1([CH2:7][CH2:8][N:9]2[C:17]([O:22][CH2:23][P:24]([O:28][CH2:29][CH3:30])([O:25][CH2:26][CH3:27])=[O:31])=[N:16][C:15]3[C:10]2=[N:11][C:12]([CH3:32])=[N:13][C:14]=3[NH2:20])[CH2:6][CH2:5][CH2:4][CH2:3][CH2:2]1, predict the reactants needed to synthesize it. The reactants are: [CH:1]1([CH2:7][CH2:8][N:9]2[C:17](CBr)=[N:16][C:15]3[C:10]2=[N:11][CH:12]=[N:13][C:14]=3[NH2:20])[CH2:6][CH2:5][CH2:4][CH2:3][CH2:2]1.[Na].[OH:22][CH2:23][P:24](=[O:31])([O:28][CH2:29][CH3:30])[O:25][CH2:26][CH3:27].[CH3:32]N(C=O)C. (7) The reactants are: [F:1][C:2]([F:23])([F:22])[C:3]([C:9]1[CH:14]=[CH:13][C:12]([CH2:15][N:16]2[CH2:21][CH2:20][NH:19][CH2:18][CH2:17]2)=[CH:11][CH:10]=1)([OH:8])[C:4]([F:7])([F:6])[F:5].C(N(CC)CC)C.[N+:31]([C:34]1[CH:35]=[C:36]([CH:40]=[CH:41][CH:42]=1)[C:37](Cl)=[O:38])([O-:33])=[O:32]. Given the product [F:23][C:2]([F:22])([F:1])[C:3]([C:9]1[CH:10]=[CH:11][C:12]([CH2:15][N:16]2[CH2:17][CH2:18][N:19]([C:37]([C:36]3[CH:40]=[CH:41][CH:42]=[C:34]([N+:31]([O-:33])=[O:32])[CH:35]=3)=[O:38])[CH2:20][CH2:21]2)=[CH:13][CH:14]=1)([OH:8])[C:4]([F:7])([F:6])[F:5], predict the reactants needed to synthesize it.